Dataset: Reaction yield outcomes from USPTO patents with 853,638 reactions. Task: Predict the reaction yield, written as a fraction of the theoretical maximum amount of product (1.0 means a 100% yield; for example, 0.34 means a 34% yield). The reactants are C(N(CC)CC)C.[OH:8][CH2:9][C@@H:10]1[CH:14]=[CH:13][CH2:12][N:11]1[C:15]([C:17]1[CH:22]=[CH:21][CH:20]=[CH:19][CH:18]=1)=[O:16].[CH3:23][S:24](Cl)(=[O:26])=[O:25]. The catalyst is ClCCl. The product is [C:15]([N:11]1[CH2:12][CH:13]=[CH:14][C@H:10]1[CH2:9][O:8][S:24]([CH3:23])(=[O:26])=[O:25])(=[O:16])[C:17]1[CH:22]=[CH:21][CH:20]=[CH:19][CH:18]=1. The yield is 0.810.